From a dataset of Catalyst prediction with 721,799 reactions and 888 catalyst types from USPTO. Predict which catalyst facilitates the given reaction. Reactant: Br[C:2]1[C:10]2[O:9][C:8]([C:11]3[CH:16]=[CH:15][C:14]([O:17]C)=[CH:13][CH:12]=3)=[N:7][C:6]=2[CH:5]=[C:4]([O:19]C)[CH:3]=1.C([Cu])#N.C[N:25]([CH:27]=[O:28])C. Product: [OH:19][C:4]1[CH:3]=[C:2]([C:27]([NH2:25])=[O:28])[C:10]2[O:9][C:8]([C:11]3[CH:12]=[CH:13][C:14]([OH:17])=[CH:15][CH:16]=3)=[N:7][C:6]=2[CH:5]=1. The catalyst class is: 13.